Dataset: Forward reaction prediction with 1.9M reactions from USPTO patents (1976-2016). Task: Predict the product of the given reaction. (1) Given the reactants [C:1]([N:8]1[CH:12]=[CH:11][N:10]=[CH:9]1)(N1C=CN=C1)=[O:2].[Cl:13][C:14]1[CH:19]=[CH:18][CH:17]=[C:16]([F:20])[C:15]=1[CH:21]1[C:26](C(O)=O)=[C:25]([CH3:30])[NH:24][C:23]([CH3:31])=[C:22]1[C:32]([O:34][CH:35]1[CH2:39][CH2:38][CH2:37][CH2:36]1)=[O:33].C1(C)C=CC=CC=1.C(OCC)(=O)C, predict the reaction product. The product is: [Cl:13][C:14]1[CH:19]=[CH:18][CH:17]=[C:16]([F:20])[C:15]=1[CH:21]1[C:26]([C:1]([N:8]2[CH:12]=[CH:11][N:10]=[CH:9]2)=[O:2])=[C:25]([CH3:30])[NH:24][C:23]([CH3:31])=[C:22]1[C:32]([O:34][CH:35]1[CH2:39][CH2:38][CH2:37][CH2:36]1)=[O:33]. (2) Given the reactants Br[C:2]1[NH:6][CH:5]=[C:4]([CH:7]=[O:8])[CH:3]=1.[CH3:9][C:10]1[CH:15]=[C:14]([CH3:16])[CH:13]=[C:12]([CH3:17])[C:11]=1B(O)O.C(=O)([O-])[O-].[Cs+].[Cs+].C(P(C(C)(C)C)C(C)(C)C)(C)(C)C.C1(C)C=C(C)C=C(C)C=1, predict the reaction product. The product is: [C:10]1([CH3:9])[CH:15]=[C:14]([CH3:16])[CH:13]=[C:12]([CH3:17])[C:11]=1[C:2]1[NH:6][CH:5]=[C:4]([CH:7]=[O:8])[CH:3]=1. (3) Given the reactants [OH:1][C:2]1[C:9]([OH:10])=[CH:8][CH:7]=[CH:6][C:3]=1[CH:4]=[O:5].Br[CH2:12]Br.C([O-])([O-])=O.[K+].[K+].CN(C=O)C, predict the reaction product. The product is: [O:10]1[C:9]2[CH:8]=[CH:7][CH:6]=[C:3]([CH:4]=[O:5])[C:2]=2[O:1][CH2:12]1.